From a dataset of Reaction yield outcomes from USPTO patents with 853,638 reactions. Predict the reaction yield, written as a fraction of the theoretical maximum amount of product (1.0 means a 100% yield; for example, 0.34 means a 34% yield). (1) The reactants are [Si:1]([O:8][C@H:9]1[CH2:13][C@H:12]([O:14][C:15]2[CH:20]=[CH:19][N:18]=[C:17]([NH:21][C@@H:22]3[C:30]4[C:25](=[CH:26][C:27]([Cl:31])=[CH:28][CH:29]=4)[C:24]([CH3:33])([CH3:32])[CH2:23]3)[CH:16]=2)[CH2:11][C@H:10]1[CH2:34][OH:35])([C:4]([CH3:7])([CH3:6])[CH3:5])([CH3:3])[CH3:2].Cl[S:37]([NH2:40])(=[O:39])=[O:38].CCOC(C)=O.CCN(CC)CC. The catalyst is CC(N(C)C)=O.C(#N)C. The product is [S:37](=[O:39])(=[O:38])([O:35][CH2:34][C@@H:10]1[CH2:11][C@@H:12]([O:14][C:15]2[CH:20]=[CH:19][N:18]=[C:17]([NH:21][C@@H:22]3[C:30]4[C:25](=[CH:26][C:27]([Cl:31])=[CH:28][CH:29]=4)[C:24]([CH3:33])([CH3:32])[CH2:23]3)[CH:16]=2)[CH2:13][C@@H:9]1[O:8][Si:1]([C:4]([CH3:7])([CH3:6])[CH3:5])([CH3:3])[CH3:2])[NH2:40]. The yield is 0.890. (2) The reactants are [NH2:1][C@H:2]1[CH2:7][CH2:6][CH2:5][CH2:4][C@H:3]1[NH:8][C:9]1[CH:18]=[C:17]([C:19]#[N:20])[C:12](C(OC)=O)=[C:11]([NH:21][C:22]2[CH:27]=[CH:26][CH:25]=[C:24]([S:28]([CH3:31])(=[O:30])=[O:29])[CH:23]=2)[N:10]=1.[CH3:32][OH:33]. The catalyst is [Pd].Cl. The product is [NH2:1][C@H:2]1[CH2:7][CH2:6][CH2:5][CH2:4][C@H:3]1[NH:8][C:9]1[N:10]=[C:11]([NH:21][C:22]2[CH:27]=[CH:26][CH:25]=[C:24]([S:28]([CH3:31])(=[O:30])=[O:29])[CH:23]=2)[C:12]2[C:32](=[O:33])[NH:20][CH2:19][C:17]=2[CH:18]=1. The yield is 0.340. (3) The reactants are [NH2:1][C:2]1[N:7]=[CH:6][N:5]=[C:4]2[N:8]([CH:12]([C:14]3[O:15][C:16]4[C:21]([C:22](=[O:31])[C:23]=3[C:24]3[CH:29]=[CH:28][CH:27]=[C:26]([F:30])[CH:25]=3)=[CH:20][CH:19]=[CH:18][CH:17]=4)[CH3:13])[N:9]=[C:10](I)[C:3]=12.C([N:39]1[CH:43]=[C:42](B2OC(C)(C)C(C)(C)O2)[CH:41]=[N:40]1)(OC(C)(C)C)=O.C(=O)([O-])[O-].[Na+].[Na+].ClCCl. The catalyst is CN(C=O)C.C(O)C.O. The product is [NH2:1][C:2]1[N:7]=[CH:6][N:5]=[C:4]2[N:8]([CH:12]([C:14]3[O:15][C:16]4[C:21]([C:22](=[O:31])[C:23]=3[C:24]3[CH:29]=[CH:28][CH:27]=[C:26]([F:30])[CH:25]=3)=[CH:20][CH:19]=[CH:18][CH:17]=4)[CH3:13])[N:9]=[C:10]([C:42]3[CH:43]=[N:39][NH:40][CH:41]=3)[C:3]=12. The yield is 0.110. (4) The reactants are [OH:1][CH2:2][C:3]1[CH:8]=[CH:7][C:6](B(O)O)=[CH:5][CH:4]=1.Br[C:13]1[N:18]=[CH:17][C:16]([O:19][CH2:20][CH:21]2[CH2:26][CH2:25][N:24]([C:27]([O:29][CH:30]([CH3:32])[CH3:31])=[O:28])[CH2:23][CH2:22]2)=[CH:15][CH:14]=1.C([O-])([O-])=O.[Na+].[Na+]. The catalyst is Cl[Pd](Cl)([P](C1C=CC=CC=1)(C1C=CC=CC=1)C1C=CC=CC=1)[P](C1C=CC=CC=1)(C1C=CC=CC=1)C1C=CC=CC=1.COCCOC. The product is [OH:1][CH2:2][C:3]1[CH:8]=[CH:7][C:6]([C:13]2[N:18]=[CH:17][C:16]([O:19][CH2:20][CH:21]3[CH2:22][CH2:23][N:24]([C:27]([O:29][CH:30]([CH3:32])[CH3:31])=[O:28])[CH2:25][CH2:26]3)=[CH:15][CH:14]=2)=[CH:5][CH:4]=1. The yield is 0.770. (5) The reactants are [NH:1]1[C:9]2[C:4](=[CH:5][CH:6]=[CH:7][CH:8]=2)[CH2:3][CH2:2]1.FC(F)(F)S(O[C:16]1[C:17]2[CH2:37][N:36]([C:38](=[O:40])[CH3:39])[CH2:35][CH2:34][C:18]=2[N:19]=[C:20]([NH:22][C:23]2[CH:28]=[CH:27][C:26]([C:29]3[O:33][CH:32]=[N:31][CH:30]=3)=[CH:25][CH:24]=2)[N:21]=1)(=O)=O.S(C1C=CC(C)=CC=1)([O-])(=O)=O. No catalyst specified. The product is [N:1]1([C:16]2[C:17]3[CH2:37][N:36]([C:38](=[O:40])[CH3:39])[CH2:35][CH2:34][C:18]=3[N:19]=[C:20]([NH:22][C:23]3[CH:24]=[CH:25][C:26]([C:29]4[O:33][CH:32]=[N:31][CH:30]=4)=[CH:27][CH:28]=3)[N:21]=2)[C:9]2[C:4](=[CH:5][CH:6]=[CH:7][CH:8]=2)[CH2:3][CH2:2]1. The yield is 0.191. (6) The reactants are [Br:1][C:2]1[CH:7]=[C:6]([CH3:8])[CH:5]=[C:4]([Br:9])[CH:3]=1.C([N-]C(C)C)(C)C.[Li+].[N+:18]([C:21]1[CH:28]=[CH:27][C:24]([CH2:25]Cl)=[CH:23][CH:22]=1)([O-:20])=[O:19].O. The catalyst is O1CCCC1.C(OCC)C. The product is [Br:1][C:2]1[CH:7]=[C:6]([CH3:8])[CH:5]=[C:4]([Br:9])[C:3]=1[CH2:25][C:24]1[CH:27]=[CH:28][C:21]([N+:18]([O-:20])=[O:19])=[CH:22][CH:23]=1. The yield is 0.400.